From a dataset of Merck oncology drug combination screen with 23,052 pairs across 39 cell lines. Regression. Given two drug SMILES strings and cell line genomic features, predict the synergy score measuring deviation from expected non-interaction effect. (1) Drug 2: CC1(c2nc3c(C(N)=O)cccc3[nH]2)CCCN1. Cell line: A375. Drug 1: C#Cc1cccc(Nc2ncnc3cc(OCCOC)c(OCCOC)cc23)c1. Synergy scores: synergy=-1.89. (2) Drug 1: O=S1(=O)NC2(CN1CC(F)(F)F)C1CCC2Cc2cc(C=CCN3CCC(C(F)(F)F)CC3)ccc2C1. Drug 2: CCc1cnn2c(NCc3ccc[n+]([O-])c3)cc(N3CCCCC3CCO)nc12. Cell line: HT29. Synergy scores: synergy=-6.27.